From a dataset of Full USPTO retrosynthesis dataset with 1.9M reactions from patents (1976-2016). Predict the reactants needed to synthesize the given product. (1) Given the product [C:8]([NH:1][C@H:2]([C:5]([OH:7])=[O:6])[CH2:3][OH:4])(=[O:13])[C:9]([CH3:12])([CH3:11])[CH3:10], predict the reactants needed to synthesize it. The reactants are: [NH2:1][C@H:2]([C:5]([OH:7])=[O:6])[CH2:3][OH:4].[C:8](Cl)(=[O:13])[C:9]([CH3:12])([CH3:11])[CH3:10].Cl. (2) The reactants are: C(OC(C1OC(Cl)=NC=1)=O)C.[O:12]=[C:13]1[NH:17][CH:16]=[C:15]([C:18]([OH:20])=O)[O:14]1.[CH3:21][NH:22][CH2:23][CH2:24][CH2:25][N:26]1[CH2:31][CH2:30][N:29]([C:32]([O:34][CH2:35][C:36]2[CH:41]=[C:40]([Cl:42])[CH:39]=[C:38]([Cl:43])[CH:37]=2)=[O:33])[CH2:28][CH2:27]1. Given the product [CH3:21][N:22]([CH2:23][CH2:24][CH2:25][N:26]1[CH2:27][CH2:28][N:29]([C:32]([O:34][CH2:35][C:36]2[CH:37]=[C:38]([Cl:43])[CH:39]=[C:40]([Cl:42])[CH:41]=2)=[O:33])[CH2:30][CH2:31]1)[C:18]([C:15]1[O:14][C:13](=[O:12])[NH:17][CH:16]=1)=[O:20], predict the reactants needed to synthesize it. (3) Given the product [CH:29]1([N:25]2[C:26]3[C:21](=[CH:20][C:19]([F:34])=[C:18]([C:15]4[S:14][C:13]5[CH2:12][CH2:11][C:10]([F:35])([F:36])[CH:9]([OH:8])[C:17]=5[CH:16]=4)[C:27]=3[CH3:28])[C:22](=[O:33])[NH:23][C:24]2=[O:32])[CH2:30][CH2:31]1, predict the reactants needed to synthesize it. The reactants are: [Si]([O:8][CH:9]1[C:17]2[CH:16]=[C:15]([C:18]3[C:27]([CH3:28])=[C:26]4[C:21]([C:22](=[O:33])[NH:23][C:24](=[O:32])[N:25]4[CH:29]4[CH2:31][CH2:30]4)=[CH:20][C:19]=3[F:34])[S:14][C:13]=2[CH2:12][CH2:11][C:10]1([F:36])[F:35])(C(C)(C)C)(C)C.[F-].C([N+](CCCC)(CCCC)CCCC)CCC. (4) Given the product [CH2:1]([N:8]([C:9]([CH3:14])([CH2:10][OH:11])[CH2:12][OH:13])[C:24](=[O:25])[CH:23]([Cl:22])[CH3:27])[C:2]1[CH:7]=[CH:6][CH:5]=[CH:4][CH:3]=1, predict the reactants needed to synthesize it. The reactants are: [CH2:1]([NH:8][C:9]([CH3:14])([CH2:12][OH:13])[CH2:10][OH:11])[C:2]1[CH:7]=[CH:6][CH:5]=[CH:4][CH:3]=1.C(N(CC)CC)C.[Cl:22][CH:23]([CH3:27])[C:24](Cl)=[O:25]. (5) Given the product [Si:35]([O:34][C@H:20]([C:12]1[CH:11]=[CH:10][C:9]([OH:8])=[C:18]2[C:13]=1[CH:14]=[CH:15][C:16](=[O:19])[NH:17]2)[CH2:21][NH:22][C@H:23]([CH3:33])[CH2:24][C:25]1[CH:30]=[CH:29][CH:28]=[C:27]([CH2:31][OH:32])[CH:26]=1)([C:38]([CH3:41])([CH3:39])[CH3:40])([CH3:37])[CH3:36], predict the reactants needed to synthesize it. The reactants are: C([O:8][C:9]1[CH:10]=[CH:11][C:12]([C@@H:20]([O:34][Si:35]([C:38]([CH3:41])([CH3:40])[CH3:39])([CH3:37])[CH3:36])[CH2:21][NH:22][C@H:23]([CH3:33])[CH2:24][C:25]2[CH:30]=[CH:29][CH:28]=[C:27]([CH2:31][OH:32])[CH:26]=2)=[C:13]2[C:18]=1[NH:17][C:16](=[O:19])[CH:15]=[CH:14]2)C1C=CC=CC=1.[H][H].